From a dataset of Full USPTO retrosynthesis dataset with 1.9M reactions from patents (1976-2016). Predict the reactants needed to synthesize the given product. (1) Given the product [OH:11][CH2:10][C:7]([C:5]1[O:4][N:3]=[C:2]([NH:1][C:21](=[O:22])[O:23][C:24]2[CH:29]=[CH:28][CH:27]=[CH:26][CH:25]=2)[CH:6]=1)([CH2:12][OH:13])[CH2:8][OH:9], predict the reactants needed to synthesize it. The reactants are: [NH2:1][C:2]1[CH:6]=[C:5]([C:7]([CH2:12][OH:13])([CH2:10][OH:11])[CH2:8][OH:9])[O:4][N:3]=1.C(=O)([O-])[O-].[K+].[K+].Cl[C:21]([O:23][C:24]1[CH:29]=[CH:28][CH:27]=[CH:26][CH:25]=1)=[O:22]. (2) Given the product [F:1][C:2]1[CH:9]=[CH:8][C:5]([CH2:6][NH:11][CH3:10])=[CH:4][CH:3]=1, predict the reactants needed to synthesize it. The reactants are: [F:1][C:2]1[CH:9]=[CH:8][C:5]([CH:6]=O)=[CH:4][CH:3]=1.[CH3:10][NH2:11].[BH4-].[Na+].